This data is from Full USPTO retrosynthesis dataset with 1.9M reactions from patents (1976-2016). The task is: Predict the reactants needed to synthesize the given product. Given the product [CH2:13]([C:15]1[S:51][C:18]2[N:19]([CH2:36][C:37]3[CH:42]=[CH:41][C:40]([C:43]4[CH:48]=[CH:47][CH:46]=[CH:45][C:44]=4[C:49]4[NH:3][C:4](=[O:7])[O:5][N:50]=4)=[CH:39][CH:38]=3)[C:20](=[O:35])[N:21]([CH2:24][C:25]([C:27]3[CH:28]=[CH:29][C:30]([O:33][CH3:34])=[CH:31][CH:32]=3)=[O:26])[C:22](=[O:23])[C:17]=2[CH:16]=1)[CH3:14], predict the reactants needed to synthesize it. The reactants are: [Cl-].O[NH3+:3].[C:4](=[O:7])([O-])[OH:5].[Na+].CS(C)=O.[CH2:13]([C:15]1[S:51][C:18]2[N:19]([CH2:36][C:37]3[CH:42]=[CH:41][C:40]([C:43]4[C:44]([C:49]#[N:50])=[CH:45][CH:46]=[CH:47][CH:48]=4)=[CH:39][CH:38]=3)[C:20](=[O:35])[N:21]([CH2:24][C:25]([C:27]3[CH:32]=[CH:31][C:30]([O:33][CH3:34])=[CH:29][CH:28]=3)=[O:26])[C:22](=[O:23])[C:17]=2[CH:16]=1)[CH3:14].